This data is from NCI-60 drug combinations with 297,098 pairs across 59 cell lines. The task is: Regression. Given two drug SMILES strings and cell line genomic features, predict the synergy score measuring deviation from expected non-interaction effect. Cell line: SNB-19. Drug 1: C1=NC2=C(N=C(N=C2N1C3C(C(C(O3)CO)O)F)Cl)N. Drug 2: C1CN(CCN1C(=O)CCBr)C(=O)CCBr. Synergy scores: CSS=20.3, Synergy_ZIP=-4.28, Synergy_Bliss=4.85, Synergy_Loewe=1.55, Synergy_HSA=2.14.